Dataset: Full USPTO retrosynthesis dataset with 1.9M reactions from patents (1976-2016). Task: Predict the reactants needed to synthesize the given product. (1) Given the product [CH:11]1([NH:17][C:18]2[N:23]3[N:24]=[C:25]([NH:27][C:8](=[O:9])[CH2:7][C:3]4[CH:2]=[N:1][CH:6]=[CH:5][CH:4]=4)[N:26]=[C:22]3[CH:21]=[CH:20][CH:19]=2)[CH2:12][CH2:13][CH2:14][CH2:15][CH2:16]1, predict the reactants needed to synthesize it. The reactants are: [N:1]1[CH:6]=[CH:5][CH:4]=[C:3]([CH2:7][C:8](Cl)=[O:9])[CH:2]=1.[CH:11]1([NH:17][C:18]2[N:23]3[N:24]=[C:25]([NH2:27])[N:26]=[C:22]3[CH:21]=[CH:20][CH:19]=2)[CH2:16][CH2:15][CH2:14][CH2:13][CH2:12]1.N1C=CC=CC=1.CCOCC. (2) Given the product [F:10][C:9]1[C:5]([C:3]([OH:4])=[O:2])=[N:6][N:7]([C:13]2[CH:18]=[CH:17][CH:16]=[CH:15][C:14]=2[F:19])[C:8]=1[O:11][CH3:12], predict the reactants needed to synthesize it. The reactants are: C[O:2][C:3]([C:5]1[C:9]([F:10])=[C:8]([O:11][CH3:12])[N:7]([C:13]2[CH:18]=[CH:17][CH:16]=[CH:15][C:14]=2[F:19])[N:6]=1)=[O:4].[OH-].[Li+].O.Cl. (3) The reactants are: [C:1]([CH:4](OS(C1C=CC(C)=CC=1)(=O)=O)[C:5]1[CH:10]=[CH:9][CH:8]=[CH:7][CH:6]=1)(=[O:3])[NH2:2].[F:22][C:23]1[CH:28]=[CH:27][CH:26]=[CH:25][C:24]=1[CH2:29][CH2:30][C@H:31]1[C:40]2[C:35](=[CH:36][C:37]([O:43][CH3:44])=[C:38]([O:41][CH3:42])[CH:39]=2)[CH2:34][CH2:33][NH:32]1. Given the product [F:22][C:23]1[CH:28]=[CH:27][CH:26]=[CH:25][C:24]=1[CH2:29][CH2:30][C@H:31]1[C:40]2[C:35](=[CH:36][C:37]([O:43][CH3:44])=[C:38]([O:41][CH3:42])[CH:39]=2)[CH2:34][CH2:33][N:32]1[C@H:4]([C:5]1[CH:6]=[CH:7][CH:8]=[CH:9][CH:10]=1)[C:1]([NH2:2])=[O:3], predict the reactants needed to synthesize it. (4) Given the product [C:22]([NH:35][NH:36][C:17]([C:3]1[C:4](=[O:16])[N:5]([CH2:12][CH:13]([CH3:14])[CH3:15])[C:6]2[C:11]([C:2]=1[OH:1])=[CH:10][CH:9]=[CH:8][CH:7]=2)=[O:19])(=[O:34])[CH2:23][CH2:24][CH2:25][CH2:26][CH2:27][CH2:28][CH2:29][CH2:30][CH2:31][CH2:32][CH3:33], predict the reactants needed to synthesize it. The reactants are: [OH:1][C:2]1[C:11]2[C:6](=[CH:7][CH:8]=[CH:9][CH:10]=2)[N:5]([CH2:12][CH:13]([CH3:15])[CH3:14])[C:4](=[O:16])[C:3]=1[C:17]([O:19]CC)=O.[C:22]([NH:35][NH2:36])(=[O:34])[CH2:23][CH2:24][CH2:25][CH2:26][CH2:27][CH2:28][CH2:29][CH2:30][CH2:31][CH2:32][CH3:33].